From a dataset of Full USPTO retrosynthesis dataset with 1.9M reactions from patents (1976-2016). Predict the reactants needed to synthesize the given product. Given the product [Cl:1][C:2]1[CH:21]=[C:20]([Cl:22])[CH:19]=[CH:18][C:3]=1[CH2:4][N:5]1[C:9]([CH2:10][CH2:11][CH2:12][O:13][C:24]2[CH:28]=[C:27]([CH2:29][CH2:30][C:31]([OH:33])=[O:32])[N:26]([C:36]3[CH:41]=[CH:40][CH:39]=[CH:38][CH:37]=3)[N:25]=2)=[CH:8][C:7]([O:14][CH:15]([CH3:17])[CH3:16])=[N:6]1, predict the reactants needed to synthesize it. The reactants are: [Cl:1][C:2]1[CH:21]=[C:20]([Cl:22])[CH:19]=[CH:18][C:3]=1[CH2:4][N:5]1[C:9]([CH2:10][CH2:11][CH2:12][OH:13])=[CH:8][C:7]([O:14][CH:15]([CH3:17])[CH3:16])=[N:6]1.O[C:24]1[CH:28]=[C:27]([CH2:29][CH2:30][C:31]([O:33]CC)=[O:32])[N:26]([C:36]2[CH:41]=[CH:40][CH:39]=[CH:38][CH:37]=2)[N:25]=1.C(P(CCCC)CCCC)CCC.N(C(N1CCCCC1)=O)=NC(N1CCCCC1)=O.O1CCCC1CCO.[OH-].[Na+].Cl.